This data is from Catalyst prediction with 721,799 reactions and 888 catalyst types from USPTO. The task is: Predict which catalyst facilitates the given reaction. (1) Reactant: [CH2:1]([O:3][C:4]([C:6]1[C:7]2[CH2:18][CH2:17][CH:16]([CH2:19][C:20]3[CH:25]=[CH:24][CH:23]=[CH:22][CH:21]=3)[CH2:15][C:8]=2[S:9][C:10]=1[NH:11][C:12](=[O:14])[CH3:13])=[O:5])[CH3:2].CC(O)=[O:28]. Product: [CH2:1]([O:3][C:4]([C:6]1[C:7]2[CH2:18][CH2:17][CH:16]([CH2:19][C:20]3[CH:25]=[CH:24][CH:23]=[CH:22][CH:21]=3)[C:15](=[O:28])[C:8]=2[S:9][C:10]=1[NH:11][C:12](=[O:14])[CH3:13])=[O:5])[CH3:2]. The catalyst class is: 6. (2) Reactant: [C:1]1([C:19]2[CH:24]=[CH:23][CH:22]=[CH:21][CH:20]=2)[C:2]([C:7]([NH:9][C:10]2[CH:11]=[C:12]([CH:16]=[CH:17][CH:18]=2)[C:13](O)=[O:14])=[O:8])=[CH:3][CH:4]=[CH:5][CH:6]=1.[CH:25]1[C:34]2[C:29](=[CH:30][CH:31]=[CH:32][CH:33]=2)[CH:28]=[CH:27][C:26]=1[CH:35]([NH2:37])[CH3:36].CN(C(ON1N=NC2C=CC=CC1=2)=[N+](C)C)C.[B-](F)(F)(F)F.C(N(C(C)C)C(C)C)C. Product: [CH:25]1[C:34]2[C:29](=[CH:30][CH:31]=[CH:32][CH:33]=2)[CH:28]=[CH:27][C:26]=1[CH:35]([NH:37][C:13](=[O:14])[C:12]1[CH:16]=[CH:17][CH:18]=[C:10]([NH:9][C:7]([C:2]2[C:1]([C:19]3[CH:24]=[CH:23][CH:22]=[CH:21][CH:20]=3)=[CH:6][CH:5]=[CH:4][CH:3]=2)=[O:8])[CH:11]=1)[CH3:36]. The catalyst class is: 9. (3) Reactant: Br[C:2]1[CH:7]=[C:6]([CH3:8])[N:5]=[C:4]([CH3:9])[CH:3]=1.[Br:10][C:11]1[CH:16]=[CH:15][C:14]([OH:17])=[C:13]([F:18])[CH:12]=1.C(=O)([O-])[O-].[K+].[K+]. Product: [Br:10][C:11]1[CH:16]=[CH:15][C:14]([O:17][C:2]2[CH:7]=[C:6]([CH3:8])[N:5]=[C:4]([CH3:9])[CH:3]=2)=[C:13]([F:18])[CH:12]=1. The catalyst class is: 25. (4) Reactant: [CH:1]1([CH2:7][N:8]2[C:12]3[CH:13]=[C:14]([F:18])[C:15]([F:17])=[CH:16][C:11]=3[N:10]=[C:9]2[C:19]2[C:20]([OH:25])=[N:21][CH:22]=[CH:23][CH:24]=2)[CH2:6][CH2:5][CH2:4][CH2:3][CH2:2]1.C(=O)([O-])[O-].[Cs+].[Cs+].[CH3:32][O:33][C:34](=[O:45])[CH2:35][O:36][C:37]1[CH:42]=[CH:41][C:40]([CH2:43]Br)=[CH:39][CH:38]=1. Product: [CH3:32][O:33][C:34](=[O:45])[CH2:35][O:36][C:37]1[CH:42]=[CH:41][C:40]([CH2:43][O:25][C:20]2[C:19]([C:9]3[N:8]([CH2:7][CH:1]4[CH2:2][CH2:3][CH2:4][CH2:5][CH2:6]4)[C:12]4[CH:13]=[C:14]([F:18])[C:15]([F:17])=[CH:16][C:11]=4[N:10]=3)=[CH:24][CH:23]=[CH:22][N:21]=2)=[CH:39][CH:38]=1. The catalyst class is: 21.